Dataset: Reaction yield outcomes from USPTO patents with 853,638 reactions. Task: Predict the reaction yield, written as a fraction of the theoretical maximum amount of product (1.0 means a 100% yield; for example, 0.34 means a 34% yield). (1) The reactants are [CH3:1][O:2][C:3]1[CH:7]=[C:6]([C:8]([OH:10])=O)[N:5]([CH3:11])[N:4]=1.CN(C)C=O.C(Cl)(=O)C(Cl)=O.[NH2:23][C:24]1[CH:25]=[C:26]([CH:43]=[CH:44][C:45]=1[Cl:46])[O:27][C:28]1[CH:29]=[CH:30][C:31]2[N:32]([CH:34]=[C:35]([NH:37][C:38]([CH:40]3[CH2:42][CH2:41]3)=[O:39])[N:36]=2)[N:33]=1. The catalyst is CN(C)C(=O)C.O1CCCC1. The product is [Cl:46][C:45]1[CH:44]=[CH:43][C:26]([O:27][C:28]2[CH:29]=[CH:30][C:31]3[N:32]([CH:34]=[C:35]([NH:37][C:38]([CH:40]4[CH2:42][CH2:41]4)=[O:39])[N:36]=3)[N:33]=2)=[CH:25][C:24]=1[NH:23][C:8]([C:6]1[N:5]([CH3:11])[N:4]=[C:3]([O:2][CH3:1])[CH:7]=1)=[O:10]. The yield is 0.620. (2) The reactants are [CH:1]1([NH:6][C:7]2[N:12]3[N:13]=[C:14]([C:23]4[CH:28]=[CH:27][C:26]([F:29])=[CH:25][CH:24]=4)[C:15]([C:16](=O)[CH:17]=[CH:18]N(C)C)=[C:11]3[CH:10]=[CH:9][N:8]=2)[CH2:5][CH2:4][CH2:3][CH2:2]1.Cl.[CH:31]1([NH:36][C:37]([NH2:39])=[NH:38])[CH2:35][CH2:34][CH2:33][CH2:32]1.C(=O)([O-])[O-].[K+].[K+]. The catalyst is CN(C)C=O. The yield is 0.750. The product is [CH:31]1([NH:36][C:37]2[N:39]3[N:13]=[C:14]([C:23]4[CH:24]=[CH:25][C:26]([F:29])=[CH:27][CH:28]=4)[C:15]([C:11]4[CH:10]=[CH:9][N:8]=[C:7]([NH:6][CH:1]5[CH2:5][CH2:4][CH2:3][CH2:2]5)[N:12]=4)=[C:16]3[CH:17]=[CH:18][N:38]=2)[CH2:35][CH2:34][CH2:33][CH2:32]1.